This data is from Forward reaction prediction with 1.9M reactions from USPTO patents (1976-2016). The task is: Predict the product of the given reaction. (1) Given the reactants C1(P(=[CH:20][C:21]([O:23][CH2:24][CH3:25])=[O:22])(C2C=CC=CC=2)C2C=CC=CC=2)C=CC=CC=1.[C:26]([O:30][C:31](=[O:61])[NH:32][CH:33](C=O)[CH2:34][C:35]1[N:36]=[CH:37][N:38]([C:40]([C:53]2[CH:58]=[CH:57][CH:56]=[CH:55][CH:54]=2)([C:47]2[CH:52]=[CH:51][CH:50]=[CH:49][CH:48]=2)[C:41]2[CH:46]=[CH:45][CH:44]=[CH:43][CH:42]=2)[CH:39]=1)([CH3:29])([CH3:28])[CH3:27].[CH2:62]1COCC1, predict the reaction product. The product is: [CH2:24]([O:23][C:21](=[O:22])[CH:20]=[CH:62][CH:33]([NH:32][C:31]([O:30][C:26]([CH3:28])([CH3:27])[CH3:29])=[O:61])[CH2:34][C:35]1[N:36]=[CH:37][N:38]([C:40]([C:47]2[CH:48]=[CH:49][CH:50]=[CH:51][CH:52]=2)([C:53]2[CH:58]=[CH:57][CH:56]=[CH:55][CH:54]=2)[C:41]2[CH:46]=[CH:45][CH:44]=[CH:43][CH:42]=2)[CH:39]=1)[CH3:25]. (2) Given the reactants [NH2:1][C:2]1[CH:7]=[C:6]([OH:8])[CH:5]=[CH:4][N:3]=1.Br[CH:10]1[CH2:12][CH2:11]1.C([O-])([O-])=O.[Cs+].[Cs+], predict the reaction product. The product is: [CH:10]1([O:8][C:6]2[CH:5]=[CH:4][N:3]=[C:2]([NH2:1])[CH:7]=2)[CH2:12][CH2:11]1. (3) Given the reactants [Si:1]([O:8][CH2:9][CH:10]([N:18]([CH2:28][CH2:29][CH:30]([CH3:32])[CH3:31])[S:19]([C:22]1[CH:27]=[CH:26][CH:25]=[CH:24][CH:23]=1)(=[O:21])=[O:20])[C:11]1[S:12][CH:13]=[C:14]([CH:16]=O)[CH:15]=1)([C:4]([CH3:7])([CH3:6])[CH3:5])([CH3:3])[CH3:2].[CH3:33][C:34]([S:37]([NH2:39])=[O:38])([CH3:36])[CH3:35], predict the reaction product. The product is: [Si:1]([O:8][CH2:9][CH:10]([N:18]([CH2:28][CH2:29][CH:30]([CH3:32])[CH3:31])[S:19]([C:22]1[CH:27]=[CH:26][CH:25]=[CH:24][CH:23]=1)(=[O:20])=[O:21])[C:11]1[S:12][CH:13]=[C:14](/[CH:16]=[N:39]/[S:37]([C:34]([CH3:36])([CH3:35])[CH3:33])=[O:38])[CH:15]=1)([C:4]([CH3:6])([CH3:5])[CH3:7])([CH3:2])[CH3:3]. (4) Given the reactants [OH:1][C:2]1[CH:3]=[C:4]2[C:8](=[CH:9][CH:10]=1)[N:7]=[C:6]([CH3:11])[C:5]2([CH3:13])[CH3:12].Br[CH2:15][CH2:16][CH2:17][CH2:18][CH2:19][C:20]([O:22][CH2:23][CH3:24])=[O:21].C(=O)([O-])[O-].[K+].[K+], predict the reaction product. The product is: [C:20]([CH2:19][CH2:18][CH2:17][CH2:16][CH2:15][O:1][C:2]1[CH:3]=[C:4]2[C:8](=[CH:9][CH:10]=1)[N:7]=[C:6]([CH3:11])[C:5]2([CH3:13])[CH3:12])([O:22][CH2:23][CH3:24])=[O:21]. (5) The product is: [CH3:49][C:50]1[CH:51]([C:57]([O:59][CH2:60][CH3:61])=[O:58])[CH2:52][CH:53]=[C:54]([O:56][S:3]([C:2]([F:48])([F:47])[F:1])(=[O:5])=[O:4])[CH:55]=1. Given the reactants [F:1][C:2]([F:48])([F:47])[S:3](OC1C(C)(C)[C@H]2[C@](C)(CC=1)[C@@H]1[C@](C)([C@@]3(C)[C@H](CC1)[C@H]1[C@H](C(C)=C)CC[C@]1(NCCN1CCS(=O)(=O)CC1)CC3)CC2)(=[O:5])=[O:4].[CH3:49][C:50]1[CH:51]([C:57]([O:59][CH2:60][CH3:61])=[O:58])[CH2:52][CH2:53][C:54](=[O:56])[CH:55]=1, predict the reaction product. (6) The product is: [Cl:15][C:16]1[CH:21]=[CH:20][CH:19]=[CH:18][C:17]=1[N:22]1[C:4]2[CH2:5][CH2:6][N:1]([N:9]3[CH2:14][CH2:13][CH2:12][CH2:11][CH2:10]3)[C:2](=[O:8])[C:3]=2[C:24]([CH3:25])=[CH:23]1. Given the reactants [N:1]1([N:9]2[CH2:14][CH2:13][CH2:12][CH2:11][CH2:10]2)[CH2:6][CH2:5][C:4](=O)[CH2:3][C:2]1=[O:8].[Cl:15][C:16]1[CH:21]=[CH:20][CH:19]=[CH:18][C:17]=1[NH:22][CH2:23][C:24](=O)[CH3:25].CC1C=CC(S(O)(=O)=O)=CC=1, predict the reaction product. (7) Given the reactants [CH3:1][O:2][C:3]1[CH:26]=[CH:25][C:6]([CH2:7][N:8]2[C:16]3[C:11](=[CH:12][C:13](/[CH:17]=[C:18]4/[C:19](=[O:24])[NH:20][C:21](=[O:23])[S:22]/4)=[CH:14][CH:15]=3)[CH:10]=[N:9]2)=[C:5]([C:27]([F:30])([F:29])[F:28])[CH:4]=1.[CH3:31][N:32]1[CH2:37][CH2:36][N:35]([CH2:38][CH2:39]O)[CH2:34][CH2:33]1, predict the reaction product. The product is: [CH3:1][O:2][C:3]1[CH:26]=[CH:25][C:6]([CH2:7][N:8]2[C:16]3[C:11](=[CH:12][C:13](/[CH:17]=[C:18]4/[C:19](=[O:24])[N:20]([CH2:39][CH2:38][N:35]5[CH2:36][CH2:37][N:32]([CH3:31])[CH2:33][CH2:34]5)[C:21](=[O:23])[S:22]/4)=[CH:14][CH:15]=3)[CH:10]=[N:9]2)=[C:5]([C:27]([F:30])([F:29])[F:28])[CH:4]=1. (8) Given the reactants [CH2:1]([OH:4])[CH2:2][OH:3].[H-].[Na+].Br[CH2:8][CH2:9][CH2:10][CH2:11][CH2:12][CH2:13][N:14]1[CH2:18][C@@H:17]([C:19]2[CH:30]=[CH:29][C:22]3[O:23][C:24]([CH3:28])([CH3:27])[O:25][CH2:26][C:21]=3[CH:20]=2)[O:16][C:15]1=[O:31].P([O-])([O-])([O-])=O, predict the reaction product. The product is: [CH3:27][C:24]1([CH3:28])[O:23][C:22]2[CH:29]=[CH:30][C:19]([C@H:17]3[O:16][C:15](=[O:31])[N:14]([CH2:13][CH2:12][CH2:11][CH2:10][CH2:9][CH2:8][O:3][CH2:2][CH2:1][OH:4])[CH2:18]3)=[CH:20][C:21]=2[CH2:26][O:25]1. (9) Given the reactants C([O:3][C:4](=O)[CH2:5][C:6]([C:8]1[CH:13]=[CH:12][CH:11]=[CH:10][C:9]=1[O:14][CH2:15][CH2:16][O:17][CH3:18])=O)C.[NH2:20][C:21]([NH2:23])=[S:22].C([O-])([O-])=O.[K+].[K+].Cl, predict the reaction product. The product is: [CH3:18][O:17][CH2:16][CH2:15][O:14][C:9]1[CH:10]=[CH:11][CH:12]=[CH:13][C:8]=1[C:6]1[NH:23][C:21](=[S:22])[NH:20][C:4](=[O:3])[CH:5]=1. (10) Given the reactants [Cl:1][C:2]1[CH:3]=[CH:4][C:5]([O:10][CH2:11][C:12]([N:14]2[CH2:19][C@H:18]([CH3:20])[N:17]([CH2:21][C:22]3[CH:27]=[CH:26][C:25]([F:28])=[CH:24][CH:23]=3)[CH2:16][C@H:15]2[CH3:29])=[O:13])=[C:6]([CH:9]=1)[CH:7]=O.C(O)(=O)C.ClC(Cl)C.[CH2:38]([N:40]([CH2:43][CH2:44][NH2:45])[CH2:41][CH3:42])[CH3:39].C([BH3-])#N.[Na+].C(=O)(O)[O-].[Na+], predict the reaction product. The product is: [Cl:1][C:2]1[CH:3]=[CH:4][C:5]([O:10][CH2:11][C:12]([N:14]2[CH2:19][C@H:18]([CH3:20])[N:17]([CH2:21][C:22]3[CH:23]=[CH:24][C:25]([F:28])=[CH:26][CH:27]=3)[CH2:16][C@H:15]2[CH3:29])=[O:13])=[C:6]([CH2:7][NH:45][CH2:44][CH2:43][N:40]([CH2:41][CH3:42])[CH2:38][CH3:39])[CH:9]=1.